This data is from Forward reaction prediction with 1.9M reactions from USPTO patents (1976-2016). The task is: Predict the product of the given reaction. (1) Given the reactants F[C:2]1[CH:10]=[CH:9][CH:8]=[C:7](F)[C:3]=1[C:4](Cl)=[O:5].[Cl:12][C:13]1[C:14]([C:24]2[CH:25]=[CH:26][C:27]([NH2:30])=[N:28][CH:29]=2)=[CH:15][C:16]2[O:20][C:19]([F:22])([F:21])[O:18][C:17]=2[CH:23]=1.CCN(C(C)C)C(C)C.[Cl:40]CCl, predict the reaction product. The product is: [Cl:40][C:2]1[CH:10]=[CH:9][CH:8]=[CH:7][C:3]=1[C:4]([NH:30][C:27]1[CH:26]=[CH:25][C:24]([C:14]2[C:13]([Cl:12])=[CH:23][C:17]3[O:18][C:19]([F:21])([F:22])[O:20][C:16]=3[CH:15]=2)=[CH:29][N:28]=1)=[O:5]. (2) Given the reactants [C:1]([O:5][C:6]([N:8]1[CH2:13][CH2:12][N:11]([C:14]2[N:19]=[CH:18][C:17]([C:20]3[CH:21]=[C:22]([C:34]([OH:36])=O)[C:23]4[C:24]([CH3:33])=[CH:25][N:26]([CH:29]([CH2:31][CH3:32])[CH3:30])[C:27]=4[CH:28]=3)=[CH:16][CH:15]=2)[CH2:10][CH2:9]1)=[O:7])([CH3:4])([CH3:3])[CH3:2].[NH2:37][CH2:38][C:39]1[C:44](=[O:45])[CH:43]=[C:42]([CH3:46])[NH:41][C:40]=1[CH3:47].C(N(CC)CC)C.C1CN([P+](ON2N=NC3C=CC=CC2=3)(N2CCCC2)N2CCCC2)CC1.F[P-](F)(F)(F)(F)F, predict the reaction product. The product is: [CH:29]([N:26]1[C:27]2[C:23](=[C:22]([C:34](=[O:36])[NH:37][CH2:38][C:39]3[C:44](=[O:45])[CH:43]=[C:42]([CH3:46])[NH:41][C:40]=3[CH3:47])[CH:21]=[C:20]([C:17]3[CH:16]=[CH:15][C:14]([N:11]4[CH2:12][CH2:13][N:8]([C:6]([O:5][C:1]([CH3:2])([CH3:4])[CH3:3])=[O:7])[CH2:9][CH2:10]4)=[N:19][CH:18]=3)[CH:28]=2)[C:24]([CH3:33])=[CH:25]1)([CH2:31][CH3:32])[CH3:30]. (3) Given the reactants [CH2:1]([N:3]1[C:11]2[CH:10]=[CH:9][CH:8]=[C:7]([CH:12]=O)[C:6]=2[CH:5]=[CH:4]1)[CH3:2].[CH3:14][NH2:15].[BH4-].[Na+].O, predict the reaction product. The product is: [CH2:1]([N:3]1[C:11]2[C:6](=[C:7]([CH2:12][NH:15][CH3:14])[CH:8]=[CH:9][CH:10]=2)[CH:5]=[CH:4]1)[CH3:2]. (4) Given the reactants [N+:1]([C:4]1[CH:5]=[C:6]([NH:13][C:14](=[O:24])[C:15]2[CH:20]=[CH:19][C:18]([N:21]([CH3:23])[CH3:22])=[CH:17][CH:16]=2)[CH:7]=[CH:8][C:9]=1[N+:10]([O-])=O)([O-])=O.[CH3:25][N:26]([CH3:41])[C:27]1[CH:32]=[CH:31][C:30]([C:33]2[CH:40]=[CH:39][C:36]([CH:37]=O)=[CH:35][CH:34]=2)=[CH:29][CH:28]=1, predict the reaction product. The product is: [CH3:22][N:21]([CH3:23])[C:18]1[CH:19]=[CH:20][C:15]([C:14]([NH:13][C:6]2[CH:7]=[CH:8][C:9]3[NH:10][C:37]([C:36]4[CH:35]=[CH:34][C:33]([C:30]5[CH:31]=[CH:32][C:27]([N:26]([CH3:25])[CH3:41])=[CH:28][CH:29]=5)=[CH:40][CH:39]=4)=[N:1][C:4]=3[CH:5]=2)=[O:24])=[CH:16][CH:17]=1. (5) Given the reactants Br[CH2:2][C:3]([C:5]1[C:6]([F:20])=[C:7]2[O:11][C:10]([N:12]([CH3:14])[CH3:13])=[N:9][C:8]2=[C:15]([C:18]#[N:19])[C:16]=1[CH3:17])=O.[C:21]([NH2:24])(=[S:23])[CH3:22].C(=O)([O-])[O-].[Cs+].[Cs+], predict the reaction product. The product is: [CH3:13][N:12]([CH3:14])[C:10]1[O:11][C:7]2[C:8](=[C:15]([C:18]#[N:19])[C:16]([CH3:17])=[C:5]([C:3]3[N:24]=[C:21]([CH3:22])[S:23][CH:2]=3)[C:6]=2[F:20])[N:9]=1. (6) Given the reactants Cl.[CH3:2][S:3]([CH:6]1[CH2:11][CH2:10][C:9]([C:12]2[S:16][C:15]3[CH:17]=[C:18]([O:21]C)[CH:19]=[CH:20][C:14]=3[C:13]=2[O:23][C:24]2[CH:38]=[CH:37][C:27]([O:28][CH2:29][CH2:30][N:31]3[CH2:36][CH2:35][CH2:34][CH2:33][CH2:32]3)=[CH:26][CH:25]=2)=[CH:8][CH2:7]1)(=[O:5])=[O:4].B(Br)(Br)Br, predict the reaction product. The product is: [CH3:2][S:3]([CH:6]1[CH2:11][CH2:10][C:9]([C:12]2[S:16][C:15]3[CH:17]=[C:18]([OH:21])[CH:19]=[CH:20][C:14]=3[C:13]=2[O:23][C:24]2[CH:25]=[CH:26][C:27]([O:28][CH2:29][CH2:30][N:31]3[CH2:36][CH2:35][CH2:34][CH2:33][CH2:32]3)=[CH:37][CH:38]=2)=[CH:8][CH2:7]1)(=[O:4])=[O:5]. (7) Given the reactants [NH2:1][C:2]1[CH:7]=[CH:6][CH:5]=[CH:4][C:3]=1[CH2:8][CH2:9][CH2:10][C:11]1[CH:20]=[CH:19][CH:18]=[CH:17][C:12]=1[C:13]([O:15][CH3:16])=[O:14].[CH3:21][C:22]1[CH:27]=[CH:26][C:25]([S:28](Cl)(=[O:30])=[O:29])=[CH:24][CH:23]=1.C([O-])(O)=O.[Na+].Cl, predict the reaction product. The product is: [CH3:21][C:22]1[CH:27]=[CH:26][C:25]([S:28]([NH:1][C:2]2[CH:7]=[CH:6][CH:5]=[CH:4][C:3]=2[CH2:8][CH2:9][CH2:10][C:11]2[CH:20]=[CH:19][CH:18]=[CH:17][C:12]=2[C:13]([O:15][CH3:16])=[O:14])(=[O:30])=[O:29])=[CH:24][CH:23]=1. (8) The product is: [Br:1][C:2]1[C:3]([C:9]#[N:10])=[N:4][CH:5]=[C:6]([CH2:17][C:16]2[CH:19]=[CH:20][C:13]([F:12])=[CH:14][CH:15]=2)[CH:7]=1. Given the reactants [Br:1][C:2]1[C:3]([C:9]#[N:10])=[N:4][CH:5]=[C:6](Br)[CH:7]=1.[Cl-].[F:12][C:13]1[CH:20]=[CH:19][C:16]([CH2:17][Zn+])=[CH:15][CH:14]=1, predict the reaction product.